The task is: Regression. Given two drug SMILES strings and cell line genomic features, predict the synergy score measuring deviation from expected non-interaction effect.. This data is from NCI-60 drug combinations with 297,098 pairs across 59 cell lines. (1) Drug 1: CC1=C2C(C(=O)C3(C(CC4C(C3C(C(C2(C)C)(CC1OC(=O)C(C(C5=CC=CC=C5)NC(=O)OC(C)(C)C)O)O)OC(=O)C6=CC=CC=C6)(CO4)OC(=O)C)OC)C)OC. Drug 2: CCC1=C2CN3C(=CC4=C(C3=O)COC(=O)C4(CC)O)C2=NC5=C1C=C(C=C5)O. Cell line: U251. Synergy scores: CSS=57.1, Synergy_ZIP=-3.07, Synergy_Bliss=-4.60, Synergy_Loewe=-0.913, Synergy_HSA=2.36. (2) Synergy scores: CSS=31.8, Synergy_ZIP=0.267, Synergy_Bliss=2.44, Synergy_Loewe=-3.61, Synergy_HSA=3.29. Cell line: RPMI-8226. Drug 2: C1=CC=C(C=C1)NC(=O)CCCCCCC(=O)NO. Drug 1: C1=CN(C(=O)N=C1N)C2C(C(C(O2)CO)O)O.Cl.